Dataset: Reaction yield outcomes from USPTO patents with 853,638 reactions. Task: Predict the reaction yield, written as a fraction of the theoretical maximum amount of product (1.0 means a 100% yield; for example, 0.34 means a 34% yield). (1) The reactants are [CH2:1]([N:3]1[C:7]2=[CH:8][N:9]=[C:10]([O:12][CH3:13])[CH:11]=[C:6]2[CH:5]=[C:4]1[C:14](O)=O)[CH3:2].CN(C(ON1N=NC2C=CC=NC1=2)=[N+](C)C)C.F[P-](F)(F)(F)(F)F.[C:41]([O:45][C:46](=[O:67])[NH:47][C@@H:48]1[CH2:53][CH2:52][CH2:51][N:50]([C:54](=[O:66])[C:55]2[CH:60]=[CH:59][C:58]([NH:61][CH3:62])=[C:57]([N+:63]([O-])=O)[CH:56]=2)[CH2:49]1)([CH3:44])([CH3:43])[CH3:42].CCN(C(C)C)C(C)C.C(O)(=O)C.C(=O)(O)[O-].[Na+]. The catalyst is CN(C=O)C.O.C1(C)C=CC=CC=1. The product is [C:41]([O:45][C:46](=[O:67])[NH:47][C@@H:48]1[CH2:53][CH2:52][CH2:51][N:50]([C:54]([C:55]2[CH:60]=[CH:59][C:58]3[N:61]([CH3:62])[C:14]([C:4]4[N:3]([CH2:1][CH3:2])[C:7]5=[CH:8][N:9]=[C:10]([O:12][CH3:13])[CH:11]=[C:6]5[CH:5]=4)=[N:63][C:57]=3[CH:56]=2)=[O:66])[CH2:49]1)([CH3:44])([CH3:42])[CH3:43]. The yield is 0.220. (2) The reactants are Cl[C:2]1[CH:7]=[C:6]([O:8][CH2:9][C:10]2[CH:11]=[N:12][C:13]([CH3:16])=[CH:14][CH:15]=2)[CH:5]=[CH:4][N:3]=1.C([O-])(=[O:19])C.[NH4+]. The catalyst is C(O)=O.O. The product is [CH3:16][C:13]1[N:12]=[CH:11][C:10]([CH2:9][O:8][C:6]2[CH:5]=[CH:4][NH:3][C:2](=[O:19])[CH:7]=2)=[CH:15][CH:14]=1. The yield is 0.770.